This data is from Reaction yield outcomes from USPTO patents with 853,638 reactions. The task is: Predict the reaction yield, written as a fraction of the theoretical maximum amount of product (1.0 means a 100% yield; for example, 0.34 means a 34% yield). (1) The reactants are Br[CH2:2][CH2:3][CH2:4][CH2:5][CH2:6][CH2:7][CH2:8][CH2:9][CH2:10][CH2:11][CH2:12][CH2:13][OH:14].C(=O)([O-])[O-].[Na+].[Na+].[N+:21]([C:24]1[CH:25]=[C:26]([CH:29]=[C:30]([N+:32]([O-:34])=[O:33])[CH:31]=1)[CH2:27][OH:28])([O-:23])=[O:22]. The catalyst is CN(C=O)C. The product is [N+:21]([C:24]1[CH:25]=[C:26]([CH:29]=[C:30]([N+:32]([O-:34])=[O:33])[CH:31]=1)[CH2:27][O:28][CH2:2][CH2:3][CH2:4][CH2:5][CH2:6][CH2:7][CH2:8][CH2:9][CH2:10][CH2:11][CH2:12][CH2:13][OH:14])([O-:23])=[O:22]. The yield is 0.790. (2) The reactants are [CH:1]12[O:7][CH:4]([CH:5]=[CH:6]1)[CH2:3][CH:2]2[CH2:8][OH:9].[H][H]. The catalyst is C(O)C.[C].[Pd]. The product is [CH:1]12[O:7][CH:4]([CH2:5][CH2:6]1)[CH2:3][CH:2]2[CH2:8][OH:9]. The yield is 0.910. (3) The reactants are [CH2:1]([O:8][C:9]1[CH:20]=[CH:19][C:12]2[CH:13]=[C:14]([C:16]([OH:18])=[O:17])[O:15][C:11]=2[CH:10]=1)[C:2]1[CH:7]=[CH:6][CH:5]=[CH:4][CH:3]=1. The catalyst is [OH-].[Na+]. The product is [CH2:1]([O:8][C:9]1[CH:20]=[CH:19][C:12]2[CH2:13][CH:14]([C:16]([OH:18])=[O:17])[O:15][C:11]=2[CH:10]=1)[C:2]1[CH:3]=[CH:4][CH:5]=[CH:6][CH:7]=1. The yield is 0.640. (4) The reactants are [Cl:1][C:2]1[CH:3]=[N:4][CH:5]=[CH:6][C:7]=1[CH2:8][NH:9][C:10]1[N:15]=[CH:14][C:13]([CH2:16][OH:17])=[CH:12][CH:11]=1.CC(OI1(OC(C)=O)(OC(C)=O)OC(=O)C2C=CC=CC1=2)=O.C(=O)([O-])[O-].[K+].[K+]. The catalyst is O1CCCC1. The product is [Cl:1][C:2]1[CH:3]=[N:4][CH:5]=[CH:6][C:7]=1[CH2:8][NH:9][C:10]1[N:15]=[CH:14][C:13]([CH:16]=[O:17])=[CH:12][CH:11]=1. The yield is 0.910. (5) The reactants are [Br:1][C:2]1[CH:7]=[CH:6][C:5]([NH:8][C:9]2[C:14]([C:15]([OH:17])=[O:16])=[CH:13][N:12]=[C:11]([Cl:18])[C:10]=2[Cl:19])=[C:4]([Cl:20])[CH:3]=1.CO.[Si](C=[N+]=[N-])(C)(C)[CH3:24]. The catalyst is C1(C)C=CC=CC=1. The product is [Br:1][C:2]1[CH:7]=[CH:6][C:5]([NH:8][C:9]2[C:14]([C:15]([O:17][CH3:24])=[O:16])=[CH:13][N:12]=[C:11]([Cl:18])[C:10]=2[Cl:19])=[C:4]([Cl:20])[CH:3]=1. The yield is 0.660. (6) The reactants are [Cl:1][C:2]1[CH:3]=[C:4]([N+:13]([O-])=O)[C:5]([CH3:12])=[C:6]([CH:11]=1)[C:7]([O:9][CH3:10])=[O:8].C(O)C.[NH4+].[Cl-]. The catalyst is [Fe]. The product is [NH2:13][C:4]1[C:5]([CH3:12])=[C:6]([CH:11]=[C:2]([Cl:1])[CH:3]=1)[C:7]([O:9][CH3:10])=[O:8]. The yield is 1.00. (7) The reactants are [C:1]([O:9][CH3:10])(=[O:8])[C:2]1[CH:7]=[CH:6][N:5]=[CH:4][CH:3]=1.[OH:11]O.O. The catalyst is ClCCl.C[Re](=O)(=O)=O.[O-2].[O-2].[Mn+4]. The product is [C:1]([O:9][CH3:10])(=[O:8])[C:2]1[CH:7]=[CH:6][N+:5]([O-:11])=[CH:4][CH:3]=1. The yield is 0.990.